Dataset: Peptide-MHC class I binding affinity with 185,985 pairs from IEDB/IMGT. Task: Regression. Given a peptide amino acid sequence and an MHC pseudo amino acid sequence, predict their binding affinity value. This is MHC class I binding data. (1) The peptide sequence is TTINYTLWR. The MHC is HLA-A11:01 with pseudo-sequence HLA-A11:01. The binding affinity (normalized) is 0.851. (2) The peptide sequence is PSDFFYLLF. The MHC is HLA-B46:01 with pseudo-sequence HLA-B46:01. The binding affinity (normalized) is 0.0847. (3) The binding affinity (normalized) is 0.462. The MHC is HLA-A02:12 with pseudo-sequence HLA-A02:12. The peptide sequence is ALELGRKTL. (4) The peptide sequence is ITGQIIFGF. The MHC is HLA-A03:01 with pseudo-sequence HLA-A03:01. The binding affinity (normalized) is 0.0847. (5) The peptide sequence is HGRDNRTII. The MHC is Mamu-B3901 with pseudo-sequence Mamu-B3901. The binding affinity (normalized) is 0.248. (6) The peptide sequence is PDVGVLFGL. The MHC is HLA-B44:02 with pseudo-sequence HLA-B44:02. The binding affinity (normalized) is 0.